Dataset: Forward reaction prediction with 1.9M reactions from USPTO patents (1976-2016). Task: Predict the product of the given reaction. (1) Given the reactants [C:1]([O:5][C:6]([N:8]1[CH2:13][CH2:12][N:11]2[N:14]=[C:15]([C:17]([F:20])([F:19])[F:18])[N:16]=[C:10]2[CH2:9]1)=[O:7])([CH3:4])([CH3:3])[CH3:2].[CH3:21]N(CCN(C)C)C.C([Li])CCC.IC, predict the reaction product. The product is: [C:1]([O:5][C:6]([N:8]1[CH2:13][CH2:12][N:11]2[N:14]=[C:15]([C:17]([F:18])([F:19])[F:20])[N:16]=[C:10]2[CH:9]1[CH3:21])=[O:7])([CH3:4])([CH3:2])[CH3:3]. (2) Given the reactants C(OC(=O)[NH:7][C:8]1[CH:13]=[C:12]([N:14]([CH2:16][CH:17]([CH3:19])[CH3:18])[CH3:15])[C:11]([Cl:20])=[CH:10][C:9]=1[NH:21][C:22](=[O:37])[CH2:23][C:24](=O)[C:25]1[CH:30]=[CH:29][CH:28]=[C:27]([N:31]2[CH:35]=[N:34][CH:33]=[N:32]2)[CH:26]=1)(C)(C)C.C(O)(C(F)(F)F)=O, predict the reaction product. The product is: [Cl:20][C:11]1[C:12]([N:14]([CH2:16][CH:17]([CH3:19])[CH3:18])[CH3:15])=[CH:13][C:8]2[N:7]=[C:24]([C:25]3[CH:30]=[CH:29][CH:28]=[C:27]([N:31]4[CH:35]=[N:34][CH:33]=[N:32]4)[CH:26]=3)[CH2:23][C:22](=[O:37])[NH:21][C:9]=2[CH:10]=1. (3) Given the reactants [CH:1]1[C:10]2[C:5](=[CH:6][CH:7]=[CH:8][CH:9]=2)[CH:4]=[CH:3][C:2]=1[S:11][CH2:12][CH:13]([C:18]1[CH:23]=[CH:22][CH:21]=[CH:20][CH:19]=1)[CH2:14][C:15]([OH:17])=[O:16].[OH:24]OS([O-])=O.[K+].[OH2:30], predict the reaction product. The product is: [CH:1]1[C:10]2[C:5](=[CH:6][CH:7]=[CH:8][CH:9]=2)[CH:4]=[CH:3][C:2]=1[S:11]([CH2:12][CH:13]([C:18]1[CH:23]=[CH:22][CH:21]=[CH:20][CH:19]=1)[CH2:14][C:15]([OH:17])=[O:16])(=[O:24])=[O:30]. (4) Given the reactants C([C:3]1[CH:8]=[CH:7][C:6]([C:9]2[CH:14]=[CH:13][C:12]([S:15]([N:18]([C:20]3[CH:25]=[CH:24][CH:23]=[C:22]([O:26][CH3:27])[CH:21]=3)[CH3:19])(=[O:17])=[O:16])=[CH:11][CH:10]=2)=[CH:5][CH:4]=1)=O.CN1CCC(=C2[C:43]3[N:44]=[CH:45]C=[CH:47][C:42]=3[CH2:41]CC3C=CC=CC2=3)CC1.FC1C=CC(N(CC2SC(C3C=CC([CH:71]=[O:72])=CC=3)=CC=2)C(C)C)=CC=1.Cl.N(CC(O)=[O:80])C, predict the reaction product. The product is: [CH3:71][O:72][C:41]([CH:42]1[CH2:47][N:44]([CH2:45][C:3]2[CH:8]=[CH:7][C:6]([C:9]3[CH:10]=[CH:11][C:12]([S:15](=[O:17])(=[O:16])[N:18]([C:20]4[CH:25]=[CH:24][CH:23]=[C:22]([O:26][CH3:27])[CH:21]=4)[CH3:19])=[CH:13][CH:14]=3)=[CH:5][CH:4]=2)[CH2:43]1)=[O:80]. (5) Given the reactants [OH:1][C:2]([CH3:35])([CH3:34])[C@@H:3]([NH:15][C:16]([C:18]1[CH:19]=[N:20][N:21]2[CH:26]=[C:25]([CH3:27])[C:24]([N:28]3[CH:32]=[C:31]([CH3:33])[N:30]=[N:29]3)=[N:23][C:22]=12)=[O:17])[C:4]1[CH:9]=[CH:8][C:7]([O:10][C:11]([F:14])([F:13])[F:12])=[CH:6][CH:5]=1.[C:36](OC(=O)C)(=[O:38])[CH3:37], predict the reaction product. The product is: [C:36]([O:1][C:2]([CH3:35])([CH3:34])[C@@H:3]([NH:15][C:16]([C:18]1[CH:19]=[N:20][N:21]2[CH:26]=[C:25]([CH3:27])[C:24]([N:28]3[CH:32]=[C:31]([CH3:33])[N:30]=[N:29]3)=[N:23][C:22]=12)=[O:17])[C:4]1[CH:5]=[CH:6][C:7]([O:10][C:11]([F:14])([F:13])[F:12])=[CH:8][CH:9]=1)(=[O:38])[CH3:37]. (6) Given the reactants [CH3:1][S:2](Cl)(=[O:4])=[O:3].[CH:6]([O:9][C:10]([N:12]1[CH2:18][CH2:17][CH2:16][CH:15]([N:19]([C:35](=[O:37])[CH3:36])[CH2:20][C:21]2[CH:26]=[C:25]([C:27]([F:30])([F:29])[F:28])[CH:24]=[C:23]([C:31]([F:34])([F:33])[F:32])[CH:22]=2)[C:14]2[CH:38]=[C:39]([NH2:42])[CH:40]=[CH:41][C:13]1=2)=[O:11])([CH3:8])[CH3:7].N1C=CC=CC=1, predict the reaction product. The product is: [C:35]([N:19]([CH2:20][C:21]1[CH:22]=[C:23]([C:31]([F:34])([F:33])[F:32])[CH:24]=[C:25]([C:27]([F:30])([F:28])[F:29])[CH:26]=1)[CH:15]1[CH2:16][CH2:17][CH2:18][N:12]([C:10]([O:9][CH:6]([CH3:8])[CH3:7])=[O:11])[C:13]2[CH:41]=[CH:40][C:39]([NH:42][S:2]([CH3:1])(=[O:4])=[O:3])=[CH:38][C:14]1=2)(=[O:37])[CH3:36]. (7) Given the reactants [CH3:1][O:2][C:3]([NH:5][C@@H:6]([CH:18]([CH3:20])[CH3:19])[C:7]([N:9]1[CH2:13][CH2:12][CH2:11][C@@:10]1([CH3:17])[C:14]([OH:16])=O)=[O:8])=[O:4].CN(C(ON1N=NC2C=CC=NC1=2)=[N+](C)C)C.F[P-](F)(F)(F)(F)F.Cl.Cl.[CH3:47][C@@H:48]1[CH2:53][NH:52][CH2:51][CH2:50][N:49]1[C:54]1[CH:59]=[CH:58][C:57]([N+:60]([O-:62])=[O:61])=[CH:56][N:55]=1.C(N(CC)C(C)C)(C)C, predict the reaction product. The product is: [CH3:1][O:2][C:3](=[O:4])[NH:5][C@H:6]([C:7]([N:9]1[CH2:13][CH2:12][CH2:11][C@@:10]1([CH3:17])[C:14]([N:52]1[CH2:51][CH2:50][N:49]([C:54]2[CH:59]=[CH:58][C:57]([N+:60]([O-:62])=[O:61])=[CH:56][N:55]=2)[C@H:48]([CH3:47])[CH2:53]1)=[O:16])=[O:8])[CH:18]([CH3:20])[CH3:19].